The task is: Predict the reactants needed to synthesize the given product.. This data is from Full USPTO retrosynthesis dataset with 1.9M reactions from patents (1976-2016). (1) Given the product [Br:15][C:16]1[CH:17]=[C:18]([CH:21]=[CH:22][C:23]=1[O:24][CH2:25][O:26][CH2:27][CH2:28][O:29][CH3:30])[CH2:19][NH:20][C:6]([NH:5][C:1]([CH3:4])([CH3:3])[CH3:2])=[O:7], predict the reactants needed to synthesize it. The reactants are: [C:1]([N:5]=[C:6]=[O:7])([CH3:4])([CH3:3])[CH3:2].C(N(CC)CC)C.[Br:15][C:16]1[CH:17]=[C:18]([CH:21]=[CH:22][C:23]=1[O:24][CH2:25][O:26][CH2:27][CH2:28][O:29][CH3:30])[CH2:19][NH2:20]. (2) Given the product [CH2:21]([O:23][C:24](=[O:29])[C:25]1[C:3]([C:2]([F:20])([F:19])[F:1])=[CH:4][C:5]([C:7]2[CH:12]=[CH:11][C:10]([O:13][C:14]([F:17])([F:16])[F:15])=[CH:9][CH:8]=2)=[N:28][C:26]=1[CH3:27])[CH3:22], predict the reactants needed to synthesize it. The reactants are: [F:1][C:2]([F:20])([F:19])/[C:3](/O)=[CH:4]/[C:5]([C:7]1[CH:12]=[CH:11][C:10]([O:13][C:14]([F:17])([F:16])[F:15])=[CH:9][CH:8]=1)=O.[CH2:21]([O:23][C:24](=[O:29])/[CH:25]=[C:26](\[NH2:28])/[CH3:27])[CH3:22]. (3) Given the product [F:1][C:2]1[CH:7]=[C:6]([C:8]([F:11])([F:9])[F:10])[CH:5]=[CH:4][C:3]=1[CH:12]1[CH2:17][N:16]([C:18]([N:20]2[CH2:25][CH2:24][S:23][CH2:22][CH2:21]2)=[O:19])[CH2:15][CH:14]([C:26]([OH:28])=[O:27])[CH2:13]1, predict the reactants needed to synthesize it. The reactants are: [F:1][C:2]1[CH:7]=[C:6]([C:8]([F:11])([F:10])[F:9])[CH:5]=[CH:4][C:3]=1[CH:12]1[CH2:17][N:16]([C:18]([N:20]2[CH2:25][CH2:24][S:23][CH2:22][CH2:21]2)=[O:19])[CH2:15][CH:14]([C:26]([O:28]C)=[O:27])[CH2:13]1.CC(C)([O-])C.[K+].